From a dataset of Reaction yield outcomes from USPTO patents with 853,638 reactions. Predict the reaction yield, written as a fraction of the theoretical maximum amount of product (1.0 means a 100% yield; for example, 0.34 means a 34% yield). The reactants are [CH3:1][N:2]1[CH:7]=[C:6](B2OC(C)(C)C(C)(C)O2)[CH:5]=[CH:4][C:3]1=[O:17].Br[C:19]1[CH:20]=[C:21]([S:28]([NH2:31])(=[O:30])=[O:29])[CH:22]=[CH:23][C:24]=1[O:25][CH2:26][CH3:27].C(=O)(O)[O-]. The yield is 0.270. The catalyst is O1CCOCC1.C1C=CC(P(C2C=CC=CC=2)[C-]2C=CC=C2)=CC=1.C1C=CC(P(C2C=CC=CC=2)[C-]2C=CC=C2)=CC=1.Cl[Pd]Cl.[Fe+2]. The product is [CH2:26]([O:25][C:24]1[CH:19]=[CH:20][C:21]([S:28]([NH2:31])(=[O:29])=[O:30])=[CH:22][C:23]=1[C:6]1[CH:5]=[CH:4][C:3](=[O:17])[N:2]([CH3:1])[CH:7]=1)[CH3:27].